From a dataset of Full USPTO retrosynthesis dataset with 1.9M reactions from patents (1976-2016). Predict the reactants needed to synthesize the given product. (1) Given the product [Cl:31][C:4]1[CH:3]=[C:2]([N:38]2[CH2:43][CH2:42][O:41][CH2:40][CH2:39]2)[CH:29]=[C:28]([CH3:30])[C:5]=1[C:6]([N:8]1[C:16]2[C:11](=[N:12][CH:13]=[CH:14][CH:15]=2)[C:10]([C:17]2[CH:26]=[CH:25][C:20]([C:21]([O:23][CH3:24])=[O:22])=[CH:19][C:18]=2[F:27])=[N:9]1)=[O:7], predict the reactants needed to synthesize it. The reactants are: Br[C:2]1[CH:29]=[C:28]([CH3:30])[C:5]([C:6]([N:8]2[C:16]3[C:11](=[N:12][CH:13]=[CH:14][CH:15]=3)[C:10]([C:17]3[CH:26]=[CH:25][C:20]([C:21]([O:23][CH3:24])=[O:22])=[CH:19][C:18]=3[F:27])=[N:9]2)=[O:7])=[C:4]([Cl:31])[CH:3]=1.C(O[Na])(C)(C)C.[NH:38]1[CH2:43][CH2:42][O:41][CH2:40][CH2:39]1.Cl. (2) Given the product [S:1]1[CH2:6][CH2:5][CH:13]([C:12]([OH:9])=[O:14])[CH2:3][CH2:2]1, predict the reactants needed to synthesize it. The reactants are: [S:1]1[CH2:6][CH2:5]C(C#N)[CH2:3][CH2:2]1.[OH-:9].[Na+].Cl.[CH2:12]([OH:14])[CH3:13]. (3) Given the product [CH:1]([N:4]1[C:12]2[CH:11]=[C:10]([C:13]3[CH:14]=[C:15]4[CH:21]=[CH:20][NH:19][C:16]4=[N:17][CH:18]=3)[CH:9]=[C:8]([C:22]([OH:24])=[O:23])[C:7]=2[C:6]([CH3:26])=[N:5]1)([CH3:3])[CH3:2], predict the reactants needed to synthesize it. The reactants are: [CH:1]([N:4]1[C:12]2[CH:11]=[C:10]([C:13]3[CH:14]=[C:15]4[CH:21]=[CH:20][NH:19][C:16]4=[N:17][CH:18]=3)[CH:9]=[C:8]([C:22]([O:24]C)=[O:23])[C:7]=2[C:6]([CH3:26])=[N:5]1)([CH3:3])[CH3:2].BrC1C=C(C(OC)=O)C2C(C=O)=NNC=2C=1.O[Li].O. (4) Given the product [CH2:7]([C:5]1[S:6][C:2]([CH:20]=[O:19])=[CH:3][C:4]=1[C:9]([O:11][CH2:12][CH3:13])=[O:10])[CH3:8], predict the reactants needed to synthesize it. The reactants are: Br[C:2]1[S:6][C:5]([CH2:7][CH3:8])=[C:4]([C:9]([O:11][CH2:12][CH3:13])=[O:10])[CH:3]=1.C([Mg]Br)(C)C.[O:19]1CCC[CH2:20]1.CN(C)C=O.Cl. (5) Given the product [C:1]([C:3]1[CH:8]=[CH:7][C:6]([CH:9]2[C:14]([C:15]([OH:17])=[O:16])=[C:13]([CH3:21])[N:12]([C:22]3[CH:27]=[CH:26][CH:25]=[C:24]([C:28]([F:30])([F:29])[F:31])[CH:23]=3)[C:11](=[O:32])[NH:10]2)=[C:5]([S:33][CH3:34])[CH:4]=1)#[N:2], predict the reactants needed to synthesize it. The reactants are: [C:1]([C:3]1[CH:8]=[CH:7][C:6]([CH:9]2[C:14]([C:15]([O:17]CC=C)=[O:16])=[C:13]([CH3:21])[N:12]([C:22]3[CH:27]=[CH:26][CH:25]=[C:24]([C:28]([F:31])([F:30])[F:29])[CH:23]=3)[C:11](=[O:32])[NH:10]2)=[C:5]([S:33][CH3:34])[CH:4]=1)#[N:2].N1CCOCC1. (6) Given the product [C:1]1([C:7]2[N:17]=[N:16][N:15]([CH2:14][C:13]3[CH:18]=[CH:19][CH:20]=[C:11]([C:10]([F:9])([F:22])[F:21])[CH:12]=3)[CH:8]=2)[CH:6]=[CH:5][CH:4]=[CH:3][CH:2]=1, predict the reactants needed to synthesize it. The reactants are: [C:1]1([C:7]#[CH:8])[CH:6]=[CH:5][CH:4]=[CH:3][CH:2]=1.[F:9][C:10]([F:22])([F:21])[C:11]1[CH:12]=[C:13]([CH:18]=[CH:19][CH:20]=1)[CH2:14][N:15]=[N+:16]=[N-:17].O=C1O[C@H]([C@H](CO)O)C([O-])=C1O.[Na+].